From a dataset of Reaction yield outcomes from USPTO patents with 853,638 reactions. Predict the reaction yield, written as a fraction of the theoretical maximum amount of product (1.0 means a 100% yield; for example, 0.34 means a 34% yield). (1) The reactants are [Cl:1][C:2]1[CH:3]=[C:4]([CH2:12][OH:13])[CH:5]=[C:6]([C:8]([F:11])([F:10])[F:9])[CH:7]=1. The catalyst is C1(C)C=CC=CC=1.O=[Mn]=O. The product is [Cl:1][C:2]1[CH:3]=[C:4]([CH:5]=[C:6]([C:8]([F:9])([F:10])[F:11])[CH:7]=1)[CH:12]=[O:13]. The yield is 0.620. (2) The reactants are [NH2:1][C:2]1[N:7]=[CH:6][N:5]=[C:4]2[N:8]([C@@H:25]3[CH2:30][CH2:29][CH2:28][N:27](C(OC(C)(C)C)=O)[CH2:26]3)[N:9]=[C:10]([C:11]3[CH:16]=[CH:15][C:14]([O:17][C:18]4[CH:23]=[CH:22][CH:21]=[CH:20][CH:19]=4)=[CH:13][C:12]=3[F:24])[C:3]=12.FC(F)(F)C(O)=O. The catalyst is ClCCl. The product is [F:24][C:12]1[CH:13]=[C:14]([O:17][C:18]2[CH:23]=[CH:22][CH:21]=[CH:20][CH:19]=2)[CH:15]=[CH:16][C:11]=1[C:10]1[C:3]2[C:4](=[N:5][CH:6]=[N:7][C:2]=2[NH2:1])[N:8]([C@@H:25]2[CH2:30][CH2:29][CH2:28][NH:27][CH2:26]2)[N:9]=1. The yield is 0.740. (3) The reactants are [F:1][CH:2]([F:12])[O:3][C:4]1[CH:11]=[CH:10][C:7]([CH2:8]Br)=[CH:6][CH:5]=1.[F:13][C:14]1[CH:37]=[CH:36][C:17]([CH2:18][NH:19][C:20]([C:22]2[S:26][C:25]([N:27]3[CH:32]=[CH:31][C:30]([OH:33])=[CH:29][C:28]3=[O:34])=[N:24][C:23]=2[CH3:35])=[O:21])=[CH:16][CH:15]=1. No catalyst specified. The product is [F:1][CH:2]([F:12])[O:3][C:4]1[CH:11]=[CH:10][C:7]([CH2:8][O:33][C:30]2[CH:31]=[CH:32][N:27]([C:25]3[S:26][C:22]([C:20]([NH:19][CH2:18][C:17]4[CH:16]=[CH:15][C:14]([F:13])=[CH:37][CH:36]=4)=[O:21])=[C:23]([CH3:35])[N:24]=3)[C:28](=[O:34])[CH:29]=2)=[CH:6][CH:5]=1. The yield is 0.250. (4) The reactants are [N+:1]([CH:3]([CH3:11])[C:4]([O:6][CH2:7][CH2:8][CH2:9][CH3:10])=[O:5])#[C-:2].C(N(CCCC)C1C=CC=CC=1)CCC. No catalyst specified. The product is [CH3:11][C:3]1[N:1]=[CH:2][O:5][C:4]=1[O:6][CH2:7][CH2:8][CH2:9][CH3:10]. The yield is 0.987.